This data is from Forward reaction prediction with 1.9M reactions from USPTO patents (1976-2016). The task is: Predict the product of the given reaction. (1) Given the reactants Cl[C:2]1[CH:7]=[CH:6][N:5]=[C:4]2[CH:8]=[CH:9][NH:10][C:3]=12.[C:11]([O:15][C:16](=[O:35])[NH:17][CH:18]([CH2:27][C:28]1[CH:33]=[CH:32][C:31]([Cl:34])=[CH:30][CH:29]=1)[C:19](=[O:26])[N:20]1[CH2:25][CH2:24][NH:23][CH2:22][CH2:21]1)([CH3:14])([CH3:13])[CH3:12], predict the reaction product. The product is: [C:11]([O:15][C:16](=[O:35])[NH:17][CH:18]([CH2:27][C:28]1[CH:29]=[CH:30][C:31]([Cl:34])=[CH:32][CH:33]=1)[C:19](=[O:26])[N:20]1[CH2:21][CH2:22][N:23]([C:2]2[CH:7]=[CH:6][N:5]=[C:4]3[CH:8]=[CH:9][NH:10][C:3]=23)[CH2:24][CH2:25]1)([CH3:14])([CH3:12])[CH3:13]. (2) The product is: [NH2:5][C:4]1[C:6]2[CH2:7][N:8]([C:12]([O:14][C:15]([CH3:18])([CH3:17])[CH3:16])=[O:13])[CH2:9][C:10]=2[NH:1][N:2]=1. Given the reactants [NH2:1][NH2:2].Cl.[C:4]([CH:6]1[C:10](=O)[CH2:9][N:8]([C:12]([O:14][C:15]([CH3:18])([CH3:17])[CH3:16])=[O:13])[CH2:7]1)#[N:5], predict the reaction product.